From a dataset of NCI-60 drug combinations with 297,098 pairs across 59 cell lines. Regression. Given two drug SMILES strings and cell line genomic features, predict the synergy score measuring deviation from expected non-interaction effect. (1) Drug 1: CC1=CC2C(CCC3(C2CCC3(C(=O)C)OC(=O)C)C)C4(C1=CC(=O)CC4)C. Drug 2: CCN(CC)CCCC(C)NC1=C2C=C(C=CC2=NC3=C1C=CC(=C3)Cl)OC. Cell line: SNB-75. Synergy scores: CSS=8.53, Synergy_ZIP=-1.24, Synergy_Bliss=0.537, Synergy_Loewe=-34.5, Synergy_HSA=-4.49. (2) Drug 1: CC12CCC(CC1=CCC3C2CCC4(C3CC=C4C5=CN=CC=C5)C)O. Drug 2: CN1C(=O)N2C=NC(=C2N=N1)C(=O)N. Cell line: CCRF-CEM. Synergy scores: CSS=5.66, Synergy_ZIP=-0.188, Synergy_Bliss=-1.11, Synergy_Loewe=-13.3, Synergy_HSA=-7.29.